Task: Predict the reactants needed to synthesize the given product.. Dataset: Full USPTO retrosynthesis dataset with 1.9M reactions from patents (1976-2016) Given the product [CH:1]1([O:6][C:7](=[O:25])[NH:8][CH2:9][C:10]2([C:13]3[N:24]=[C:16]4[C:17]([O:22][CH3:23])=[CH:18][CH:19]=[C:20]([C:38]5[CH:37]=[CH:36][CH:35]=[C:34]([C:32]#[N:33])[CH:39]=5)[N:15]4[N:14]=3)[CH2:12][CH2:11]2)[CH2:5][CH2:4][CH2:3][CH2:2]1, predict the reactants needed to synthesize it. The reactants are: [CH:1]1([O:6][C:7](=[O:25])[NH:8][CH2:9][C:10]2([C:13]3[N:24]=[C:16]4[C:17]([O:22][CH3:23])=[CH:18][CH:19]=[C:20](I)[N:15]4[N:14]=3)[CH2:12][CH2:11]2)[CH2:5][CH2:4][CH2:3][CH2:2]1.C([O-])([O-])=O.[K+].[K+].[C:32]([C:34]1[CH:35]=[C:36](B(O)O)[CH:37]=[CH:38][CH:39]=1)#[N:33].